This data is from Catalyst prediction with 721,799 reactions and 888 catalyst types from USPTO. The task is: Predict which catalyst facilitates the given reaction. (1) Reactant: [NH:1]1[CH:5]=[CH:4][N:3]=[CH:2]1.[CH3:6][O:7][C:8]1[CH:15]=[CH:14][C:11]([CH2:12]Cl)=[CH:10][CH:9]=1. Product: [CH3:6][O:7][C:8]1[CH:15]=[CH:14][C:11]([CH2:12][N:1]2[CH:5]=[CH:4][N:3]=[CH:2]2)=[CH:10][CH:9]=1. The catalyst class is: 10. (2) Reactant: [CH3:1][O:2][C:3]1[CH:4]=[C:5]2[C:9](=[CH:10][CH:11]=1)[C:8](=[O:12])[CH2:7][C:6]2([CH3:14])[CH3:13].[N-:15]=[N+]=[N-].[Na+]. Product: [CH3:1][O:2][C:3]1[CH:4]=[C:5]2[C:9](=[CH:10][CH:11]=1)[C:8](=[O:12])[NH:15][CH2:7][C:6]2([CH3:14])[CH3:13]. The catalyst class is: 638.